This data is from Forward reaction prediction with 1.9M reactions from USPTO patents (1976-2016). The task is: Predict the product of the given reaction. (1) The product is: [C:1]1([C:7]2[CH:11]=[C:10]([C:12]3[CH:13]=[CH:14][CH:15]=[CH:16][CH:17]=3)[N:9]([CH2:18][C:19]([N:56]3[CH2:57][CH2:58][N:53]([C:59]4[N:60]=[CH:61][CH:62]=[CH:63][N:64]=4)[CH2:54][CH2:55]3)=[O:20])[N:8]=2)[CH:2]=[CH:3][CH:4]=[CH:5][CH:6]=1. Given the reactants [C:1]1([C:7]2[CH:11]=[C:10]([C:12]3[CH:17]=[CH:16][CH:15]=[CH:14][CH:13]=3)[N:9]([CH2:18][C:19](O)=[O:20])[N:8]=2)[CH:6]=[CH:5][CH:4]=[CH:3][CH:2]=1.CN(C(ON1N=NC2C=CC=CC1=2)=[N+](C)C)C.[B-](F)(F)(F)F.CCN(C(C)C)C(C)C.[N:53]1([C:59]2[N:64]=[CH:63][CH:62]=[CH:61][N:60]=2)[CH2:58][CH2:57][NH:56][CH2:55][CH2:54]1.[OH-].[Na+], predict the reaction product. (2) Given the reactants C[C:2]1(C)COC(CO[C:10]2[CH:15]=[CH:14]N=[C:12]([CH2:16]S(C3NC4C=CC=CC=4N=3)=O)[C:11]=2C)[O:4][CH2:3]1.[OH-].[Na+], predict the reaction product. The product is: [CH3:14][CH2:15][CH2:10][CH2:11][CH2:12][CH3:16].[CH2:3]([OH:4])[CH3:2]. (3) The product is: [Cl:20][C:21]1[C:30]2[C:25](=[CH:26][CH:27]=[CH:28][CH:29]=2)[N:24]=[CH:23][C:22]=1[N+:31]([O-:33])=[O:32].[CH2:15]([NH:19][C:13]1[C:12]2[C:7](=[CH:8][CH:9]=[CH:10][CH:11]=2)[N:6]=[CH:5][C:4]=1[N+:1]([O-:3])=[O:2])[CH:16]([CH3:18])[CH3:17]. Given the reactants [N+:1]([C:4]1[CH:5]=[N:6][C:7]2[C:12]([C:13]=1O)=[CH:11][CH:10]=[CH:9][CH:8]=2)([O-:3])=[O:2].[CH2:15]([NH2:19])[CH:16]([CH3:18])[CH3:17].[Cl:20][C:21]1[C:30]2[C:25](=[CH:26][CH:27]=[CH:28][CH:29]=2)[N:24]=[CH:23][C:22]=1[N+:31]([O-:33])=[O:32], predict the reaction product. (4) Given the reactants [CH2:1]([N:3]([CH3:17])[S:4]([CH2:7][C:8]1[CH:13]=[CH:12][CH:11]=[C:10]([N+:14]([O-])=O)[CH:9]=1)(=[O:6])=[O:5])[CH3:2].[H][H], predict the reaction product. The product is: [NH2:14][C:10]1[CH:9]=[C:8]([CH2:7][S:4]([N:3]([CH2:1][CH3:2])[CH3:17])(=[O:6])=[O:5])[CH:13]=[CH:12][CH:11]=1. (5) Given the reactants [C:1](O)(=[O:4])[C:2]#[CH:3].C1(N=C=NC2CCCCC2)CCCCC1.[NH2:21][C:22]1[CH:23]=[C:24]([CH:41]=[CH:42][CH:43]=1)[O:25][C:26]1[CH:27]=[CH:28][C:29]2[N:30]([CH:32]=[C:33]([NH:35][C:36]([CH:38]3[CH2:40][CH2:39]3)=[O:37])[N:34]=2)[N:31]=1, predict the reaction product. The product is: [C:1]([NH:21][C:22]1[CH:23]=[C:24]([CH:41]=[CH:42][CH:43]=1)[O:25][C:26]1[CH:27]=[CH:28][C:29]2[N:30]([CH:32]=[C:33]([NH:35][C:36]([CH:38]3[CH2:40][CH2:39]3)=[O:37])[N:34]=2)[N:31]=1)(=[O:4])[C:2]#[CH:3]. (6) Given the reactants [N:1]1([S:10]([C:13]2[C:21]3[C:16](=[C:17]([N:22]4[CH2:27][CH2:26][N:25](C)[CH2:24][CH2:23]4)[CH:18]=[CH:19][CH:20]=3)[NH:15][CH:14]=2)(=[O:12])=[O:11])[C:9]2[C:4](=[CH:5][CH:6]=[CH:7][CH:8]=2)[CH:3]=[CH:2]1.C(N(CC)C(C)C)(C)C.ClC(OC(Cl)C)=O, predict the reaction product. The product is: [N:1]1([S:10]([C:13]2[C:21]3[C:16](=[C:17]([N:22]4[CH2:27][CH2:26][NH:25][CH2:24][CH2:23]4)[CH:18]=[CH:19][CH:20]=3)[NH:15][CH:14]=2)(=[O:12])=[O:11])[C:9]2[C:4](=[CH:5][CH:6]=[CH:7][CH:8]=2)[CH:3]=[CH:2]1.